Dataset: Catalyst prediction with 721,799 reactions and 888 catalyst types from USPTO. Task: Predict which catalyst facilitates the given reaction. Reactant: C(Cl)(=O)C(Cl)=O.CS(C)=O.[C:11]([N:18]1[CH2:23][CH2:22][CH:21]([CH2:24][OH:25])[CH2:20][CH2:19]1)([O:13][C:14]([CH3:17])([CH3:16])[CH3:15])=[O:12]. Product: [CH:24]([CH:21]1[CH2:22][CH2:23][N:18]([C:11]([O:13][C:14]([CH3:17])([CH3:16])[CH3:15])=[O:12])[CH2:19][CH2:20]1)=[O:25]. The catalyst class is: 343.